Task: Predict the reaction yield, written as a fraction of the theoretical maximum amount of product (1.0 means a 100% yield; for example, 0.34 means a 34% yield).. Dataset: Reaction yield outcomes from USPTO patents with 853,638 reactions The reactants are [OH:1][C:2]1[C:7]2[C@@:8]3([OH:45])[C@@:21]([O:25][CH3:26])([C@H:22]([OH:24])[CH2:23][C:6]=2[CH:5]=[C:4]([CH3:46])[C:3]=1[C:47]([O:49][CH3:50])=[O:48])[C:20](=[O:27])[C:19]1[C:10](=[CH:11][C:12]2[C:13](=[O:43])[C:14]([NH:30][C@@H:31]4[C@H:36]([O:37][CH3:38])[C@H:35]([OH:39])[C@@H:34]([O:40][CH3:41])[C@H:33]([CH3:42])[O:32]4)=[CH:15][C:16](=[O:29])[C:17]=2[C:18]=1[OH:28])[C:9]3=[O:44].[C:51](=O)([O-])[O-].[K+].[K+].IC. No catalyst specified. The product is [OH:24][C@H:22]1[C@:21]2([O:25][CH3:26])[C@@:8]([OH:45])([C:9](=[O:44])[C:10]3[C:19]([C:20]2=[O:27])=[C:18]([OH:28])[C:17]2[C:16](=[O:29])[CH:15]=[C:14]([NH:30][C@@H:31]4[C@H:36]([O:37][CH3:38])[C@H:35]([OH:39])[C@@H:34]([O:40][CH3:41])[C@H:33]([CH3:42])[O:32]4)[C:13](=[O:43])[C:12]=2[CH:11]=3)[C:7]2[C:2]([O:1][CH3:51])=[C:3]([C:47]([O:49][CH3:50])=[O:48])[C:4]([CH3:46])=[CH:5][C:6]=2[CH2:23]1. The yield is 0.480.